The task is: Predict the product of the given reaction.. This data is from Forward reaction prediction with 1.9M reactions from USPTO patents (1976-2016). The product is: [NH:31]1[C:39]2[C:34](=[CH:35][CH:36]=[CH:37][CH:38]=2)[C:33]([CH2:40][C:23]2[C:24]([CH2:26][CH2:27][CH2:28][CH3:29])=[CH:25][C:20]([NH2:19])=[CH:21][C:22]=2[OH:30])=[CH:32]1. Given the reactants N(C(N1CCCCC1)=O)=NC(N1CCCCC1)=O.[NH2:19][C:20]1[CH:21]=[C:22]([OH:30])[CH:23]=[C:24]([CH2:26][CH2:27][CH2:28][CH3:29])[CH:25]=1.[NH:31]1[C:39]2[C:34](=[CH:35][CH:36]=[CH:37][CH:38]=2)[C:33]([CH2:40]O)=[CH:32]1.C1C=CC(P(C2C=CC=CC=2)C2C=CC=CC=2)=CC=1, predict the reaction product.